From a dataset of Forward reaction prediction with 1.9M reactions from USPTO patents (1976-2016). Predict the product of the given reaction. (1) Given the reactants [Cl:1][C:2]1[CH:7]=[CH:6][C:5]([C:8]2[CH:9]=[C:10]([NH:20][C:21](=[O:25])[C:22](=O)[CH3:23])[CH:11]=[N:12][C:13]=2[O:14][CH2:15][C:16]([F:19])([F:18])[F:17])=[CH:4][CH:3]=1.Cl.[CH3:27][O:28][NH2:29], predict the reaction product. The product is: [Cl:1][C:2]1[CH:7]=[CH:6][C:5]([C:8]2[CH:9]=[C:10]([NH:20][C:21](=[O:25])/[C:22](=[N:29]/[O:28][CH3:27])/[CH3:23])[CH:11]=[N:12][C:13]=2[O:14][CH2:15][C:16]([F:19])([F:17])[F:18])=[CH:4][CH:3]=1. (2) Given the reactants [CH3:1][O:2][C:3]1[CH:8]=[CH:7][C:6]([S:9](Cl)(=[O:11])=[O:10])=[CH:5][CH:4]=1.[F-:13].[K+], predict the reaction product. The product is: [CH3:1][O:2][C:3]1[CH:8]=[CH:7][C:6]([S:9]([F:13])(=[O:11])=[O:10])=[CH:5][CH:4]=1. (3) The product is: [C:10]1([C:16](=[N:23][CH2:24][C:25]2([C:31]([NH:33][CH2:34][C:35]3[CH:36]=[N:37][C:38]([C:41]([F:43])([F:44])[F:42])=[CH:39][CH:40]=3)=[O:32])[CH2:26][CH2:27][N:28]([C:46]3[C:47]4[CH:54]=[CH:53][NH:52][C:48]=4[N:49]=[CH:50][N:51]=3)[CH2:29][CH2:30]2)[C:17]2[CH:18]=[CH:19][CH:20]=[CH:21][CH:22]=2)[CH:15]=[CH:14][CH:13]=[CH:12][CH:11]=1. Given the reactants C(N(C(C)C)C(C)C)C.[C:10]1([C:16](=[N:23][CH2:24][C:25]2([C:31]([NH:33][CH2:34][C:35]3[CH:36]=[N:37][C:38]([C:41]([F:44])([F:43])[F:42])=[CH:39][CH:40]=3)=[O:32])[CH2:30][CH2:29][NH:28][CH2:27][CH2:26]2)[C:17]2[CH:22]=[CH:21][CH:20]=[CH:19][CH:18]=2)[CH:15]=[CH:14][CH:13]=[CH:12][CH:11]=1.Cl[C:46]1[C:47]2[CH:54]=[CH:53][NH:52][C:48]=2[N:49]=[CH:50][N:51]=1, predict the reaction product. (4) The product is: [C:1]([O:11][CH2:12][C:13]1[CH:14]=[C:15]([NH2:22])[CH:16]=[C:17]([NH2:19])[CH:18]=1)(=[O:10])/[CH:2]=[CH:3]/[C:4]1[CH:5]=[CH:6][CH:7]=[CH:8][CH:9]=1. Given the reactants [C:1]([O:11][CH2:12][C:13]1[CH:18]=[C:17]([N+:19]([O-])=O)[CH:16]=[C:15]([N+:22]([O-])=O)[CH:14]=1)(=[O:10])/[CH:2]=[CH:3]/[C:4]1[CH:9]=[CH:8][CH:7]=[CH:6][CH:5]=1.O, predict the reaction product. (5) Given the reactants Br[C:2]1[CH:3]=[N:4][C:5]([O:8][CH2:9][CH2:10][O:11][C:12]2[C:16]([C:17]3[CH:22]=[CH:21][C:20]([CH3:23])=[CH:19][CH:18]=3)=[C:15]([NH:24][S:25]([C:28]3[CH:33]=[CH:32][C:31]([C:34]([CH3:37])([CH3:36])[CH3:35])=[CH:30][CH:29]=3)(=[O:27])=[O:26])[N:14]([CH3:38])[N:13]=2)=[N:6][CH:7]=1.[H-].[Na+].CC(N(C)C)=O.C([Li])CCC, predict the reaction product. The product is: [CH3:38][N:14]1[C:15]([NH:24][S:25]([C:28]2[CH:33]=[CH:32][C:31]([C:34]([CH3:36])([CH3:37])[CH3:35])=[CH:30][CH:29]=2)(=[O:27])=[O:26])=[C:16]([C:17]2[CH:22]=[CH:21][C:20]([CH3:23])=[CH:19][CH:18]=2)[C:12]([O:11][CH2:10][CH2:9][O:8][C:5]2[N:4]=[CH:3][CH:2]=[CH:7][N:6]=2)=[N:13]1. (6) Given the reactants [CH3:1][N:2]([CH:10]1[CH2:13][N:12]([C:14]2[C:15]3[N:16]([CH:26]=[N:27][N:28]=3)[C:17]3[CH:23]=[C:22]([CH:24]=[CH2:25])[CH:21]=[N:20][C:18]=3[N:19]=2)[CH2:11]1)C(=O)OC(C)(C)C.[H][H], predict the reaction product. The product is: [CH2:24]([C:22]1[CH:21]=[N:20][C:18]2[N:19]=[C:14]([N:12]3[CH2:13][CH:10]([NH:2][CH3:1])[CH2:11]3)[C:15]3[N:16]([CH:26]=[N:27][N:28]=3)[C:17]=2[CH:23]=1)[CH3:25].